This data is from Peptide-MHC class II binding affinity with 134,281 pairs from IEDB. The task is: Regression. Given a peptide amino acid sequence and an MHC pseudo amino acid sequence, predict their binding affinity value. This is MHC class II binding data. (1) The peptide sequence is IEDINVGFKAAVAAA. The MHC is DRB5_0101 with pseudo-sequence DRB5_0101. The binding affinity (normalized) is 0.391. (2) The peptide sequence is TDTTPFGQQRVFKEK. The MHC is DRB1_0404 with pseudo-sequence DRB1_0404. The binding affinity (normalized) is 0.467. (3) The peptide sequence is EKKYFAATQFEPIAA. The MHC is DRB1_0101 with pseudo-sequence DRB1_0101. The binding affinity (normalized) is 0.547. (4) The peptide sequence is FLHYIFMENAFELPT. The MHC is DRB1_1302 with pseudo-sequence DRB1_1302. The binding affinity (normalized) is 0.815. (5) The peptide sequence is ASAAALAGDAAGAWR. The MHC is HLA-DPA10201-DPB10101 with pseudo-sequence HLA-DPA10201-DPB10101. The binding affinity (normalized) is 0.